Task: Predict the reactants needed to synthesize the given product.. Dataset: Full USPTO retrosynthesis dataset with 1.9M reactions from patents (1976-2016) (1) Given the product [CH3:1][C:2]1[N:6]([CH:7]([CH3:9])[CH3:8])[C:5]([C:10]2[CH:15]=[CH:14][N:13]=[C:12]([NH:16][CH:17]3[CH2:18][CH2:19][N:20]([S:23]([CH3:26])(=[O:25])=[O:24])[CH2:21][CH2:22]3)[N:11]=2)=[CH:4][N:3]=1, predict the reactants needed to synthesize it. The reactants are: [CH3:1][C:2]1[N:6]([CH:7]([CH3:9])[CH3:8])[C:5]([C:10]2[CH:15]=[CH:14][N:13]=[C:12]([NH:16][CH:17]3[CH2:22][CH2:21][N:20]([S:23]([CH2:26]CCN4CCCC4)(=[O:25])=[O:24])[CH2:19][CH2:18]3)[N:11]=2)=[CH:4][N:3]=1.OC(C(F)(F)F)=O.CS(N1CCC(N)CC1)(=O)=O.CCN(C(C)C)C(C)C.C(=O)(O)[O-]. (2) Given the product [NH2:19][CH2:18][CH2:17][CH2:16][N:15]1[C:11]([C:9]([C:8]2[CH:7]=[CH:6][C:5]([C:1]([CH3:4])([CH3:3])[CH3:2])=[CH:28][CH:27]=2)=[O:10])=[CH:12][N:13]=[CH:14]1, predict the reactants needed to synthesize it. The reactants are: [C:1]([C:5]1[CH:28]=[CH:27][C:8]([C:9]([C:11]2[N:15]([CH2:16][CH2:17][CH2:18][NH:19]C(=O)OC(C)(C)C)[CH:14]=[N:13][CH:12]=2)=[O:10])=[CH:7][CH:6]=1)([CH3:4])([CH3:3])[CH3:2]. (3) Given the product [N:1]([CH:4]1[CH2:10][CH2:9][N:8]([C:11]([O:13][C:14]([CH3:16])([CH3:15])[CH3:17])=[O:12])[CH2:7][CH:6]([OH:18])[CH2:5]1)=[N+:2]=[N-:3], predict the reactants needed to synthesize it. The reactants are: [N:1]([CH:4]1[CH2:10][CH2:9][N:8]([C:11]([O:13][C:14]([CH3:17])([CH3:16])[CH3:15])=[O:12])[CH2:7][C:6](=[O:18])[CH2:5]1)=[N+:2]=[N-:3].[BH4-].[Na+]. (4) Given the product [C:1]1([C:7]([CH2:8][CH2:9][CH:10]=[CH2:11])=[C:13]2[CH:17]=[CH:16][CH:15]=[CH:14]2)[CH:6]=[CH:5][CH:4]=[CH:3][CH:2]=1, predict the reactants needed to synthesize it. The reactants are: [C:1]1([C:7](=O)[CH2:8][CH2:9][CH:10]=[CH2:11])[CH:6]=[CH:5][CH:4]=[CH:3][CH:2]=1.[CH:13]1([Mg]Cl)[CH:17]=[CH:16][CH:15]=[CH:14]1.[Cl-].[NH4+].Cl. (5) The reactants are: C(OC(=O)[NH:7][C:8]([C:10]1[S:11][C:12]([S:26][CH3:27])=[C:13]([S:15]([C:18]2[CH:19]=[N:20][C:21](Cl)=[C:22]([Br:24])[CH:23]=2)(=[O:17])=[O:16])[CH:14]=1)=[NH:9])(C)(C)C.[NH2:29][CH2:30][C:31]1[CH:36]=[CH:35][CH:34]=[CH:33][N:32]=1.C(Cl)(Cl)Cl.[C:41]([OH:47])([C:43]([F:46])([F:45])[F:44])=[O:42]. Given the product [F:44][C:43]([F:46])([F:45])[C:41]([OH:47])=[O:42].[Br:24][C:22]1[CH:23]=[C:18]([S:15]([C:13]2[CH:14]=[C:10]([C:8]([NH2:7])=[NH:9])[S:11][C:12]=2[S:26][CH3:27])(=[O:17])=[O:16])[CH:19]=[N:20][C:21]=1[NH:29][CH2:30][C:31]1[CH:36]=[CH:35][CH:34]=[CH:33][N:32]=1, predict the reactants needed to synthesize it.